From a dataset of NCI-60 drug combinations with 297,098 pairs across 59 cell lines. Regression. Given two drug SMILES strings and cell line genomic features, predict the synergy score measuring deviation from expected non-interaction effect. (1) Drug 1: C(CC(=O)O)C(=O)CN.Cl. Drug 2: CC12CCC3C(C1CCC2OP(=O)(O)O)CCC4=C3C=CC(=C4)OC(=O)N(CCCl)CCCl.[Na+]. Cell line: HCT-15. Synergy scores: CSS=11.4, Synergy_ZIP=0.533, Synergy_Bliss=-6.42, Synergy_Loewe=-9.87, Synergy_HSA=-10.1. (2) Drug 1: CCCS(=O)(=O)NC1=C(C(=C(C=C1)F)C(=O)C2=CNC3=C2C=C(C=N3)C4=CC=C(C=C4)Cl)F. Drug 2: CC1=C(C=C(C=C1)NC2=NC=CC(=N2)N(C)C3=CC4=NN(C(=C4C=C3)C)C)S(=O)(=O)N.Cl. Cell line: RXF 393. Synergy scores: CSS=13.5, Synergy_ZIP=7.92, Synergy_Bliss=11.3, Synergy_Loewe=9.52, Synergy_HSA=13.1. (3) Drug 1: CCC1(CC2CC(C3=C(CCN(C2)C1)C4=CC=CC=C4N3)(C5=C(C=C6C(=C5)C78CCN9C7C(C=CC9)(C(C(C8N6C=O)(C(=O)OC)O)OC(=O)C)CC)OC)C(=O)OC)O.OS(=O)(=O)O. Drug 2: C1C(C(OC1N2C=NC3=C2NC=NCC3O)CO)O. Cell line: SF-539. Synergy scores: CSS=3.10, Synergy_ZIP=-2.67, Synergy_Bliss=0.636, Synergy_Loewe=-24.1, Synergy_HSA=-4.33. (4) Drug 1: CC1CCC2CC(C(=CC=CC=CC(CC(C(=O)C(C(C(=CC(C(=O)CC(OC(=O)C3CCCCN3C(=O)C(=O)C1(O2)O)C(C)CC4CCC(C(C4)OC)OCCO)C)C)O)OC)C)C)C)OC. Drug 2: CC1C(C(CC(O1)OC2CC(CC3=C2C(=C4C(=C3O)C(=O)C5=C(C4=O)C(=CC=C5)OC)O)(C(=O)CO)O)N)O.Cl. Cell line: IGROV1. Synergy scores: CSS=48.9, Synergy_ZIP=-2.49, Synergy_Bliss=2.21, Synergy_Loewe=6.32, Synergy_HSA=7.60. (5) Drug 1: C1CC(C1)(C(=O)O)C(=O)O.[NH2-].[NH2-].[Pt+2]. Drug 2: C(CCl)NC(=O)N(CCCl)N=O. Cell line: DU-145. Synergy scores: CSS=32.5, Synergy_ZIP=-5.49, Synergy_Bliss=-2.91, Synergy_Loewe=-19.2, Synergy_HSA=-4.14. (6) Drug 1: CC12CCC(CC1=CCC3C2CCC4(C3CC=C4C5=CN=CC=C5)C)O. Drug 2: CC1CCCC2(C(O2)CC(NC(=O)CC(C(C(=O)C(C1O)C)(C)C)O)C(=CC3=CSC(=N3)C)C)C. Cell line: OVCAR-8. Synergy scores: CSS=10.2, Synergy_ZIP=2.54, Synergy_Bliss=-1.26, Synergy_Loewe=-3.11, Synergy_HSA=-2.53.